This data is from Catalyst prediction with 721,799 reactions and 888 catalyst types from USPTO. The task is: Predict which catalyst facilitates the given reaction. (1) Reactant: [CH:1]1([C:4]2[CH:5]=[C:6]([C:13]([O:15]CC)=[O:14])[C:7]3[CH:12]=[N:11][NH:10][C:8]=3[N:9]=2)[CH2:3][CH2:2]1.[H-].[Na+].I[CH2:21][CH2:22][CH3:23].[OH-].[Na+]. Product: [CH:1]1([C:4]2[CH:5]=[C:6]([C:13]([OH:15])=[O:14])[C:7]3[CH:12]=[N:11][N:10]([CH2:21][CH2:22][CH3:23])[C:8]=3[N:9]=2)[CH2:2][CH2:3]1. The catalyst class is: 3. (2) The catalyst class is: 22. Reactant: [NH:1]1[C:9]2[C:4](=[C:5]([C:10]3[CH:11]=[C:12]([NH2:28])[C:13]4[CH:14]=[N:15][N:16]([S:19]([C:22]5[CH:27]=[CH:26][CH:25]=[CH:24][CH:23]=5)(=[O:21])=[O:20])[C:17]=4[CH:18]=3)[CH:6]=[CH:7][CH:8]=2)[CH:3]=[CH:2]1.CCN(C(C)C)C(C)C.[Cl:38][CH2:39][C:40]1[S:41][CH:42]=[C:43]([C:45](Cl)=[O:46])[N:44]=1.O. Product: [Cl:38][CH2:39][C:40]1[S:41][CH:42]=[C:43]([C:45]([NH:28][C:12]2[CH:11]=[C:10]([C:5]3[CH:6]=[CH:7][CH:8]=[C:9]4[C:4]=3[CH:3]=[CH:2][NH:1]4)[CH:18]=[C:17]3[C:13]=2[CH:14]=[N:15][N:16]3[S:19]([C:22]2[CH:27]=[CH:26][CH:25]=[CH:24][CH:23]=2)(=[O:21])=[O:20])=[O:46])[N:44]=1. (3) Reactant: [NH2:1][C@H:2]([C:15]([NH:17][C:18]1[CH:19]=[N:20][N:21]([CH3:24])[C:22]=1[NH2:23])=[O:16])[CH2:3][CH2:4][CH2:5][CH2:6][NH:7][C:8](=[O:14])[O:9][C:10]([CH3:13])([CH3:12])[CH3:11].C(N(CC)CC)C.[C:32]([O:36][C:37]([NH:39][CH2:40][CH2:41][C:42](ON1C(=O)CCC1=O)=[O:43])=[O:38])([CH3:35])([CH3:34])[CH3:33]. Product: [NH2:23][C:22]1[N:21]([CH3:24])[N:20]=[CH:19][C:18]=1[NH:17][C:15](=[O:16])[C@@H:2]([NH:1][C:42](=[O:43])[CH2:41][CH2:40][NH:39][C:37]([O:36][C:32]([CH3:34])([CH3:33])[CH3:35])=[O:38])[CH2:3][CH2:4][CH2:5][CH2:6][NH:7][C:8](=[O:14])[O:9][C:10]([CH3:13])([CH3:12])[CH3:11]. The catalyst class is: 22. (4) The catalyst class is: 101. Reactant: [C:1]([O:5][C:6]([N:8]1[CH2:14][CH2:13][CH2:12][NH:11][CH2:10][CH2:9]1)=[O:7])([CH3:4])([CH3:3])[CH3:2].CC(C)([O-])C.[Na+].Br[C:22]1[CH:27]=[CH:26][C:25]([Cl:28])=[CH:24][C:23]=1[Cl:29].C(OCC)C. Product: [C:1]([O:5][C:6]([N:8]1[CH2:14][CH2:13][CH2:12][N:11]([C:22]2[CH:27]=[CH:26][C:25]([Cl:28])=[CH:24][C:23]=2[Cl:29])[CH2:10][CH2:9]1)=[O:7])([CH3:4])([CH3:2])[CH3:3]. (5) Reactant: Cl[C:2]1[N:11]=[C:10]2[C:5]([C:6](=[O:18])[C:7]([C:15]([OH:17])=[O:16])=[CH:8][N:9]2[CH:12]2[CH2:14][CH2:13]2)=[CH:4][C:3]=1[F:19].[NH:20]1[CH2:23][CH:22]([NH:24][CH2:25][C@H:26]2[O:30][C:29](=[O:31])[N:28]([C:32]3[CH:33]=[CH:34][C:35]4[S:40][CH2:39][C:38](=[O:41])[NH:37][C:36]=4[CH:42]=3)[CH2:27]2)[CH2:21]1. Product: [CH:12]1([N:9]2[C:10]3[C:5](=[CH:4][C:3]([F:19])=[C:2]([N:20]4[CH2:23][CH:22]([NH:24][CH2:25][C@H:26]5[O:30][C:29](=[O:31])[N:28]([C:32]6[CH:33]=[CH:34][C:35]7[S:40][CH2:39][C:38](=[O:41])[NH:37][C:36]=7[CH:42]=6)[CH2:27]5)[CH2:21]4)[N:11]=3)[C:6](=[O:18])[C:7]([C:15]([OH:17])=[O:16])=[CH:8]2)[CH2:14][CH2:13]1. The catalyst class is: 144. (6) Reactant: [O:1]1[CH:5]=[CH:4][N:3]=[C:2]1[CH:6]([C:12]1[CH:17]=[CH:16][C:15]([O:18][CH:19]2[CH2:24][CH2:23][CH2:22][CH2:21][O:20]2)=[CH:14][CH:13]=1)[CH2:7][C:8]([O:10][CH3:11])=[O:9].O.C1(C)C=CC(S(O)(=O)=O)=CC=1. Product: [O:1]1[CH:5]=[CH:4][N:3]=[C:2]1[C:6]([C:12]1[CH:17]=[CH:16][C:15]([O:18][CH:19]2[CH2:24][CH2:23][CH2:22][CH2:21][O:20]2)=[CH:14][CH:13]=1)=[CH:7][C:8]([O:10][CH3:11])=[O:9]. The catalyst class is: 5. (7) Reactant: [CH3:1][C:2]1[CH:6]=[C:5]([CH2:7][NH2:8])[O:4][N:3]=1.[CH3:9][C:10](OC(C)=O)=[O:11]. Product: [CH3:1][C:2]1[CH:6]=[C:5]([CH2:7][NH:8][C:10](=[O:11])[CH3:9])[O:4][N:3]=1. The catalyst class is: 17. (8) Reactant: [O:1]=[C:2]([CH2:10][CH2:11][CH2:12][CH2:13][C:14]1[CH:23]=[CH:22][C:21]2[CH2:20][CH2:19][CH2:18][NH:17][C:16]=2[N:15]=1)[CH2:3]P(=O)(OC)OC.[F:24][CH:25]([F:35])[O:26][C:27]1[CH:34]=[CH:33][C:30]([CH:31]=O)=[CH:29][N:28]=1.[Li+].[Cl-].C1CCN2C(=NCCC2)CC1. Product: [F:35][CH:25]([F:24])[O:26][C:27]1[N:28]=[CH:29][C:30](/[CH:31]=[CH:3]/[C:2](=[O:1])[CH2:10][CH2:11][CH2:12][CH2:13][C:14]2[CH:23]=[CH:22][C:21]3[CH2:20][CH2:19][CH2:18][NH:17][C:16]=3[N:15]=2)=[CH:33][CH:34]=1. The catalyst class is: 23. (9) Reactant: [CH2:1]([C:3]1[N:7]([C:8]2[CH:13]=[CH:12][C:11]([CH2:14][CH2:15][NH:16][C:17]([NH:19][S:20]([C:23]3[CH:28]=[CH:27][C:26]([CH3:29])=[CH:25][CH:24]=3)(=[O:22])=[O:21])=[O:18])=[CH:10][CH:9]=2)[C:6]2[CH:30]=[CH:31][C:32]([CH:34]([OH:36])[CH3:35])=[CH:33][C:5]=2[N:4]=1)[CH3:2].S(Cl)(Cl)=O.[CH2:41](N(CC)CC)C. Product: [CH2:1]([C:3]1[N:7]([C:8]2[CH:13]=[CH:12][C:11]([CH2:14][CH2:15][NH:16][C:17]([NH:19][S:20]([C:23]3[CH:28]=[CH:27][C:26]([CH3:29])=[CH:25][CH:24]=3)(=[O:22])=[O:21])=[O:18])=[CH:10][CH:9]=2)[C:6]2[CH:30]=[CH:31][C:32]([CH:34]([O:36][CH3:41])[CH3:35])=[CH:33][C:5]=2[N:4]=1)[CH3:2]. The catalyst class is: 2. (10) Reactant: [OH:1][CH2:2][CH:3]1[CH2:12][CH2:11][C:10]2[C:5](=[CH:6][CH:7]=[C:8]([C:13]([O:15][CH3:16])=[O:14])[CH:9]=2)[CH2:4]1.N1C=CN=C1.[Si:22](Cl)([C:25]([CH3:28])([CH3:27])[CH3:26])([CH3:24])[CH3:23].CO. Product: [Si:22]([O:1][CH2:2][CH:3]1[CH2:12][CH2:11][C:10]2[C:5](=[CH:6][CH:7]=[C:8]([C:13]([O:15][CH3:16])=[O:14])[CH:9]=2)[CH2:4]1)([C:25]([CH3:28])([CH3:27])[CH3:26])([CH3:24])[CH3:23]. The catalyst class is: 9.